Dataset: Retrosynthesis with 50K atom-mapped reactions and 10 reaction types from USPTO. Task: Predict the reactants needed to synthesize the given product. (1) Given the product NC1=N[C@](CF)(c2cc(O)ccc2F)C[C@@H](C(F)(F)F)O1, predict the reactants needed to synthesize it. The reactants are: O=C(NC1=N[C@](CF)(c2cc(O)ccc2F)C[C@@H](C(F)(F)F)O1)c1ccccc1. (2) The reactants are: BrCCCBr.Oc1cccc2c1OCCC2N1CCCCC1. Given the product BrCCCOc1cccc2c1OCCC2N1CCCCC1, predict the reactants needed to synthesize it.